Dataset: NCI-60 drug combinations with 297,098 pairs across 59 cell lines. Task: Regression. Given two drug SMILES strings and cell line genomic features, predict the synergy score measuring deviation from expected non-interaction effect. (1) Drug 1: CC12CCC3C(C1CCC2O)C(CC4=C3C=CC(=C4)O)CCCCCCCCCS(=O)CCCC(C(F)(F)F)(F)F. Drug 2: COC1=C2C(=CC3=C1OC=C3)C=CC(=O)O2. Cell line: CCRF-CEM. Synergy scores: CSS=-7.01, Synergy_ZIP=3.09, Synergy_Bliss=-1.25, Synergy_Loewe=-9.07, Synergy_HSA=-8.20. (2) Drug 1: CC1=C2C(C(=O)C3(C(CC4C(C3C(C(C2(C)C)(CC1OC(=O)C(C(C5=CC=CC=C5)NC(=O)C6=CC=CC=C6)O)O)OC(=O)C7=CC=CC=C7)(CO4)OC(=O)C)O)C)OC(=O)C. Drug 2: CC1=C2C(C(=O)C3(C(CC4C(C3C(C(C2(C)C)(CC1OC(=O)C(C(C5=CC=CC=C5)NC(=O)OC(C)(C)C)O)O)OC(=O)C6=CC=CC=C6)(CO4)OC(=O)C)O)C)O. Cell line: SF-295. Synergy scores: CSS=1.86, Synergy_ZIP=-2.59, Synergy_Bliss=-6.20, Synergy_Loewe=-1.78, Synergy_HSA=-4.54. (3) Drug 1: CC1=C(N=C(N=C1N)C(CC(=O)N)NCC(C(=O)N)N)C(=O)NC(C(C2=CN=CN2)OC3C(C(C(C(O3)CO)O)O)OC4C(C(C(C(O4)CO)O)OC(=O)N)O)C(=O)NC(C)C(C(C)C(=O)NC(C(C)O)C(=O)NCCC5=NC(=CS5)C6=NC(=CS6)C(=O)NCCC[S+](C)C)O. Drug 2: B(C(CC(C)C)NC(=O)C(CC1=CC=CC=C1)NC(=O)C2=NC=CN=C2)(O)O. Cell line: UACC-257. Synergy scores: CSS=37.2, Synergy_ZIP=3.91, Synergy_Bliss=2.94, Synergy_Loewe=-36.1, Synergy_HSA=5.38. (4) Drug 1: CC(C)NC(=O)C1=CC=C(C=C1)CNNC.Cl. Drug 2: CC1C(C(CC(O1)OC2CC(CC3=C2C(=C4C(=C3O)C(=O)C5=C(C4=O)C(=CC=C5)OC)O)(C(=O)CO)O)N)O.Cl. Cell line: RXF 393. Synergy scores: CSS=50.1, Synergy_ZIP=0.666, Synergy_Bliss=1.14, Synergy_Loewe=-18.2, Synergy_HSA=1.23. (5) Drug 1: CN(C)C1=NC(=NC(=N1)N(C)C)N(C)C. Drug 2: CC1C(C(CC(O1)OC2CC(CC3=C2C(=C4C(=C3O)C(=O)C5=C(C4=O)C(=CC=C5)OC)O)(C(=O)CO)O)N)O.Cl. Cell line: OVCAR-8. Synergy scores: CSS=33.2, Synergy_ZIP=-1.30, Synergy_Bliss=-3.48, Synergy_Loewe=-13.7, Synergy_HSA=-1.77. (6) Drug 1: C1=NC2=C(N=C(N=C2N1C3C(C(C(O3)CO)O)O)F)N. Drug 2: C1CC(=O)NC(=O)C1N2C(=O)C3=CC=CC=C3C2=O. Cell line: HT29. Synergy scores: CSS=-2.80, Synergy_ZIP=1.64, Synergy_Bliss=-0.697, Synergy_Loewe=-3.55, Synergy_HSA=-4.31. (7) Drug 1: C1=NC2=C(N1)C(=S)N=C(N2)N. Drug 2: C(CN)CNCCSP(=O)(O)O. Cell line: SR. Synergy scores: CSS=63.9, Synergy_ZIP=3.60, Synergy_Bliss=2.21, Synergy_Loewe=-5.98, Synergy_HSA=5.13. (8) Drug 1: C1C(C(OC1N2C=C(C(=O)NC2=O)F)CO)O. Drug 2: CC12CCC3C(C1CCC2O)C(CC4=C3C=CC(=C4)O)CCCCCCCCCS(=O)CCCC(C(F)(F)F)(F)F. Cell line: HCC-2998. Synergy scores: CSS=49.6, Synergy_ZIP=5.68, Synergy_Bliss=6.85, Synergy_Loewe=-11.8, Synergy_HSA=5.49. (9) Drug 1: CC1=C(C=C(C=C1)NC(=O)C2=CC=C(C=C2)CN3CCN(CC3)C)NC4=NC=CC(=N4)C5=CN=CC=C5. Drug 2: C1=NC2=C(N1)C(=S)N=CN2. Cell line: SK-MEL-5. Synergy scores: CSS=17.9, Synergy_ZIP=-5.73, Synergy_Bliss=0.656, Synergy_Loewe=-2.97, Synergy_HSA=0.220. (10) Drug 1: C1=CC(=CC=C1C#N)C(C2=CC=C(C=C2)C#N)N3C=NC=N3. Drug 2: C1=NC(=NC(=O)N1C2C(C(C(O2)CO)O)O)N. Cell line: T-47D. Synergy scores: CSS=4.86, Synergy_ZIP=6.03, Synergy_Bliss=11.7, Synergy_Loewe=-1.83, Synergy_HSA=-1.59.